This data is from Peptide-MHC class I binding affinity with 185,985 pairs from IEDB/IMGT. The task is: Regression. Given a peptide amino acid sequence and an MHC pseudo amino acid sequence, predict their binding affinity value. This is MHC class I binding data. (1) The peptide sequence is EVCQATSQY. The MHC is HLA-A03:01 with pseudo-sequence HLA-A03:01. The binding affinity (normalized) is 0.213. (2) The peptide sequence is FQTKGLGISY. The MHC is HLA-A23:01 with pseudo-sequence HLA-A23:01. The binding affinity (normalized) is 0. (3) The peptide sequence is LEKARGSTY. The MHC is HLA-A31:01 with pseudo-sequence HLA-A31:01. The binding affinity (normalized) is 0. (4) The MHC is HLA-A02:03 with pseudo-sequence HLA-A02:03. The peptide sequence is KVAELVHFL. The binding affinity (normalized) is 0.756. (5) The peptide sequence is MACHRVLTY. The binding affinity (normalized) is 0.733. The MHC is HLA-C12:03 with pseudo-sequence HLA-C12:03. (6) The MHC is HLA-B54:01 with pseudo-sequence HLA-B54:01. The binding affinity (normalized) is 0.00257. The peptide sequence is DTPLIPLTIF. (7) The peptide sequence is EVVGSYIRY. The MHC is HLA-A02:16 with pseudo-sequence HLA-A02:16. The binding affinity (normalized) is 0.0847.